From a dataset of Full USPTO retrosynthesis dataset with 1.9M reactions from patents (1976-2016). Predict the reactants needed to synthesize the given product. (1) Given the product [NH:17]1[C:18]2[C:14](=[CH:13][C:12]([NH:11][C:9]3[C:10]4[C:2]([C:23]5[CH:22]=[N:21][CH:26]=[CH:25][CH:24]=5)=[CH:3][NH:4][C:5]=4[N:6]=[CH:7][N:8]=3)=[CH:20][CH:19]=2)[CH:15]=[N:16]1, predict the reactants needed to synthesize it. The reactants are: Br[C:2]1[C:10]2[C:9]([NH:11][C:12]3[CH:13]=[C:14]4[C:18](=[CH:19][CH:20]=3)[NH:17][N:16]=[CH:15]4)=[N:8][CH:7]=[N:6][C:5]=2[NH:4][CH:3]=1.[N:21]1[CH:26]=[CH:25][CH:24]=[C:23](B(O)O)[CH:22]=1. (2) Given the product [C:21](=[O:22])([O:12][C:6]1[CH:7]=[CH:8][C:9]([Br:11])=[CH:10][C:5]=1[C:1]([CH3:4])([CH3:2])[CH3:3])[O:23][CH3:24], predict the reactants needed to synthesize it. The reactants are: [C:1]([C:5]1[CH:10]=[C:9]([Br:11])[CH:8]=[CH:7][C:6]=1[OH:12])([CH3:4])([CH3:3])[CH3:2].CCN(CC)CC.Cl[C:21]([O:23][CH3:24])=[O:22]. (3) The reactants are: [NH2:1][C:2]1[C:3]([C:9]([O:11]C)=[O:10])=[N:4][C:5]([Br:8])=[CH:6][N:7]=1.[Li+].[OH-].Cl. Given the product [NH2:1][C:2]1[C:3]([C:9]([OH:11])=[O:10])=[N:4][C:5]([Br:8])=[CH:6][N:7]=1, predict the reactants needed to synthesize it.